This data is from Forward reaction prediction with 1.9M reactions from USPTO patents (1976-2016). The task is: Predict the product of the given reaction. (1) Given the reactants [CH3:1][C:2]([CH3:19])([CH2:5][C:6]#[C:7][C:8]1[CH:13]=[CH:12][C:11]([O:14][C:15]([F:18])([F:17])[F:16])=[CH:10][CH:9]=1)[CH2:3]O.C(C1C=CC=C(C(C)(C)C)N=1)(C)(C)C.FC(F)(F)S(OS(C(F)(F)F)(=O)=O)(=O)=O.[CH2:49]([O:51][C:52](=[O:68])[C:53]([O:56][C:57]1[CH:62]=[CH:61][C:60]([S:63]C(=O)C)=[CH:59][C:58]=1[CH3:67])([CH3:55])[CH3:54])[CH3:50].C([O-])([O-])=O.[Cs+].[Cs+], predict the reaction product. The product is: [CH2:49]([O:51][C:52](=[O:68])[C:53]([O:56][C:57]1[CH:62]=[CH:61][C:60]([S:63][CH2:3][C:2]([CH3:19])([CH3:1])[CH2:5][C:6]#[C:7][C:8]2[CH:13]=[CH:12][C:11]([O:14][C:15]([F:18])([F:17])[F:16])=[CH:10][CH:9]=2)=[CH:59][C:58]=1[CH3:67])([CH3:54])[CH3:55])[CH3:50]. (2) Given the reactants [Br:1][C:2]1[C:3]([CH2:30][N:31]2[CH2:36][CH2:35][CH2:34][C@H:33]([N:37](C)[C:38](=O)OC(C)(C)C)[CH2:32]2)=[C:4]([C:26]([F:29])([F:28])[F:27])[CH:5]=[C:6]2[C:11]=1[N:10]=[CH:9][N:8]([CH2:12][C:13]1[CH:18]=[C:17]([Cl:19])[CH:16]=[CH:15][C:14]=1[S:20]([CH2:23][CH3:24])(=[O:22])=[O:21])[C:7]2=[O:25].Cl.C(S(N1C=CC=C1CN)(=O)=O)C, predict the reaction product. The product is: [Br:1][C:2]1[C:3]([CH2:30][N:31]2[CH2:36][CH2:35][CH2:34][C@H:33]([NH:37][CH3:38])[CH2:32]2)=[C:4]([C:26]([F:27])([F:29])[F:28])[CH:5]=[C:6]2[C:11]=1[N:10]=[CH:9][N:8]([CH2:12][C:13]1[CH:18]=[C:17]([Cl:19])[CH:16]=[CH:15][C:14]=1[S:20]([CH2:23][CH3:24])(=[O:22])=[O:21])[C:7]2=[O:25].